Dataset: Catalyst prediction with 721,799 reactions and 888 catalyst types from USPTO. Task: Predict which catalyst facilitates the given reaction. (1) Reactant: C1(P(C2C=CC=CC=2)C2C=CC=CC=2)C=CC=CC=1.[C:20]([Br:24])(Br)(Br)Br.[CH2:25](O)[CH2:26][CH2:27][CH2:28][CH2:29][CH2:30][CH2:31][CH2:32][CH2:33][CH2:34][CH2:35][CH2:36][CH2:37][CH2:38][CH2:39][CH2:40][CH2:41][CH2:42][CH2:43][CH2:44][CH2:45][CH2:46][CH2:47]C. Product: [CH2:20]([Br:24])[CH2:47][CH2:46][CH2:45][CH2:44][CH2:43][CH2:42][CH2:41][CH2:40][CH2:39][CH2:38][CH2:37][CH2:36][CH2:35][CH2:34][CH2:33][CH2:32][CH2:31][CH2:30][CH2:29][CH2:28][CH2:27][CH2:26][CH3:25]. The catalyst class is: 4. (2) Reactant: [Cl:1][C:2]1[CH:7]=[CH:6][N:5]2[N:8]=[C:9]([C:11]3[CH:16]=[CH:15][C:14]([O:17][CH3:18])=[CH:13][CH:12]=3)[CH:10]=[C:4]2[CH:3]=1.[C:19](OC(=O)C)(=[O:21])[CH3:20].B(F)(F)F. Product: [Cl:1][C:2]1[CH:7]=[CH:6][N:5]2[N:8]=[C:9]([C:11]3[CH:12]=[CH:13][C:14]([O:17][CH3:18])=[CH:15][CH:16]=3)[C:10]([C:19](=[O:21])[CH3:20])=[C:4]2[CH:3]=1. The catalyst class is: 11. (3) Reactant: [OH:1][C:2]1[CH:9]=[C:8]([OH:10])[CH:7]=[C:6]([CH3:11])[C:3]=1[CH:4]=O.[C:12](OCC)(=[O:19])[CH2:13][C:14]([O:16][CH2:17][CH3:18])=[O:15].N1CCCCC1. Product: [CH2:17]([O:16][C:14]([C:13]1[C:12](=[O:19])[O:1][C:2]2[C:3]([CH:4]=1)=[C:6]([CH3:11])[CH:7]=[C:8]([OH:10])[CH:9]=2)=[O:15])[CH3:18]. The catalyst class is: 8. (4) Reactant: C[O:2][C:3](=[O:46])[CH2:4][C@H:5]([OH:45])[CH2:6][C@H:7]([OH:44])[CH2:8][CH2:9][C:10]1[N:11]([CH:41]([CH3:43])[CH3:42])[C:12]([C:28](=[O:40])[NH:29][C:30]2[CH:35]=[CH:34][CH:33]=[C:32]([S:36](=[O:39])(=[O:38])[NH2:37])[CH:31]=2)=[C:13]([C:22]2[CH:27]=[CH:26][CH:25]=[CH:24][CH:23]=2)[C:14]=1[C:15]1[CH:20]=[CH:19][C:18]([F:21])=[CH:17][CH:16]=1.C(O)C.O.[OH-].[Na+:52]. Product: [Na+:52].[F:21][C:18]1[CH:17]=[CH:16][C:15]([C:14]2[C:13]([C:22]3[CH:23]=[CH:24][CH:25]=[CH:26][CH:27]=3)=[C:12]([C:28](=[O:40])[NH:29][C:30]3[CH:35]=[CH:34][CH:33]=[C:32]([S:36](=[O:38])(=[O:39])[NH2:37])[CH:31]=3)[N:11]([CH:41]([CH3:43])[CH3:42])[C:10]=2[CH2:9][CH2:8][C@@H:7]([OH:44])[CH2:6][C@@H:5]([OH:45])[CH2:4][C:3]([O-:46])=[O:2])=[CH:20][CH:19]=1. The catalyst class is: 100. (5) Reactant: [F:1][C:2]1[CH:7]=[C:6]([CH3:8])[CH:5]=[C:4]([NH:9][CH:10]2[CH2:15][CH2:14][N:13]([C@H:16]3[CH2:21][CH2:20][C@H:19]([O:22][CH3:23])[CH2:18][CH2:17]3)[CH2:12][CH2:11]2)[C:3]=1[NH2:24].[Cl:25][C:26](Cl)([O:28]C(=O)OC(Cl)(Cl)Cl)Cl.C(N(C(C)C)CC)(C)C. Product: [ClH:25].[F:1][C:2]1[C:3]2[NH:24][C:26](=[O:28])[N:9]([CH:10]3[CH2:15][CH2:14][N:13]([C@H:16]4[CH2:21][CH2:20][C@H:19]([O:22][CH3:23])[CH2:18][CH2:17]4)[CH2:12][CH2:11]3)[C:4]=2[CH:5]=[C:6]([CH3:8])[CH:7]=1. The catalyst class is: 4. (6) Reactant: [CH3:1][N:2]([CH:18]1[CH2:23][CH2:22][N:21](C([O-])=O)[CH2:20][CH2:19]1)[C:3](=[O:17])[C:4]1[CH:9]=[CH:8][C:7]([O:10][C:11]2[CH:16]=[CH:15][CH:14]=[CH:13][CH:12]=2)=[CH:6][CH:5]=1.[F:27][C:28]([F:33])([F:32])[C:29]([OH:31])=[O:30]. Product: [F:27][C:28]([F:33])([F:32])[C:29]([OH:31])=[O:30].[CH3:1][N:2]([CH:18]1[CH2:23][CH2:22][NH:21][CH2:20][CH2:19]1)[C:3](=[O:17])[C:4]1[CH:9]=[CH:8][C:7]([O:10][C:11]2[CH:16]=[CH:15][CH:14]=[CH:13][CH:12]=2)=[CH:6][CH:5]=1. The catalyst class is: 2.